This data is from Full USPTO retrosynthesis dataset with 1.9M reactions from patents (1976-2016). The task is: Predict the reactants needed to synthesize the given product. Given the product [C:1]([O:4][CH:5]([C:36]1[CH:44]=[C:43]2[C:39]([CH:40]=[N:41][N:42]2[CH2:45][CH2:46][CH2:47][O:48][CH3:49])=[CH:38][CH:37]=1)[C@H:6]([CH:33]([CH3:34])[CH3:35])[CH2:7][C@H:8]([NH2:9])[C@@H:12]([OH:11])[CH2:13][NH:14][C:15](=[O:23])[C:16]([CH3:22])([CH3:21])[CH2:17][CH2:18][CH2:19][CH3:20])(=[O:3])[CH3:2], predict the reactants needed to synthesize it. The reactants are: [C:1]([O:4][CH:5]([C:36]1[CH:44]=[C:43]2[C:39]([CH:40]=[N:41][N:42]2[CH2:45][CH2:46][CH2:47][O:48][CH3:49])=[CH:38][CH:37]=1)[C@H:6]([CH:33]([CH3:35])[CH3:34])[CH2:7][C@H:8]1[C@H:12]([CH2:13][NH:14][C:15](=[O:23])[C:16]([CH3:22])([CH3:21])[CH2:17][CH2:18][CH2:19][CH3:20])[O:11]C(C)(C)[N:9]1C(OC(C)(C)C)=O)(=[O:3])[CH3:2].C(O)(C(F)(F)F)=O.C(Cl)Cl.